Predict the product of the given reaction. From a dataset of Forward reaction prediction with 1.9M reactions from USPTO patents (1976-2016). (1) Given the reactants [Cl:1][C:2]1[C:3]([O:12][C:13]2[CH:18]=[C:17]([O:19][CH2:20][CH2:21][O:22][CH3:23])[CH:16]=[CH:15][C:14]=2[CH2:24][CH2:25][CH2:26][OH:27])=[N:4][CH:5]=[C:6]([C:8]([F:11])([F:10])[F:9])[CH:7]=1.[CH:28]1([CH2:31][NH2:32])[CH2:30][CH2:29]1.O.CN(C)[CH:36]=[O:37], predict the reaction product. The product is: [CH:28]1([CH2:31][NH:32][C:36](=[O:37])[O:27][CH2:26][CH2:25][CH2:24][C:14]2[CH:15]=[CH:16][C:17]([O:19][CH2:20][CH2:21][O:22][CH3:23])=[CH:18][C:13]=2[O:12][C:3]2[C:2]([Cl:1])=[CH:7][C:6]([C:8]([F:9])([F:11])[F:10])=[CH:5][N:4]=2)[CH2:30][CH2:29]1. (2) Given the reactants [Br:1][C:2]1[C:7]([O:8][CH3:9])=[CH:6][CH:5]=[CH:4][N:3]=1.[N+:10]([O-])([OH:12])=[O:11].OS(O)(=O)=O, predict the reaction product. The product is: [Br:1][C:2]1[C:7]([O:8][CH3:9])=[CH:6][CH:5]=[C:4]([N+:10]([O-:12])=[O:11])[N:3]=1. (3) The product is: [OH:1][C:2]1[CH:11]=[C:10]([N:27]2[CH2:32][CH2:31][CH2:30][CH2:29][CH2:28]2)[CH:9]=[C:8]2[C:3]=1[C:4](=[O:26])[CH:5]=[C:6]([C:20]1[CH:25]=[CH:24][CH:23]=[CH:22][CH:21]=1)[O:7]2. Given the reactants [OH:1][C:2]1[CH:11]=[C:10](OS(C(F)(F)F)(=O)=O)[CH:9]=[C:8]2[C:3]=1[C:4](=[O:26])[CH:5]=[C:6]([C:20]1[CH:25]=[CH:24][CH:23]=[CH:22][CH:21]=1)[O:7]2.[NH:27]1[CH2:32][CH2:31][CH2:30][CH2:29][CH2:28]1.C1(C2C=CC=CC=2)C=CC=CC=1P(C(C)(C)C)C(C)(C)C.P([O-])([O-])([O-])=O.[K+].[K+].[K+], predict the reaction product.